Dataset: Catalyst prediction with 721,799 reactions and 888 catalyst types from USPTO. Task: Predict which catalyst facilitates the given reaction. (1) Reactant: Br[C:2]1[CH:10]=[CH:9][C:5]([N:6]([CH3:8])[CH3:7])=[CH:4][CH:3]=1.[CH3:11][O:12][C:13]1[CH:18]=[CH:17][C:16]([N:19]2[CH2:24][CH2:23][N:22]([C:25]3[C:26]([CH3:39])=[C:27]([CH3:38])[C:28]4[O:32][C:31]([CH3:34])([CH3:33])[C:30](=[O:35])[C:29]=4[C:36]=3[CH3:37])[CH2:21][CH2:20]2)=[CH:15][CH:14]=1. Product: [CH3:11][O:12][C:13]1[CH:14]=[CH:15][C:16]([N:19]2[CH2:20][CH2:21][N:22]([C:25]3[C:26]([CH3:39])=[C:27]([CH3:38])[C:28]4[O:32][C:31]([CH3:34])([CH3:33])[C:30]([C:2]5[CH:10]=[CH:9][C:5]([N:6]([CH3:8])[CH3:7])=[CH:4][CH:3]=5)([OH:35])[C:29]=4[C:36]=3[CH3:37])[CH2:23][CH2:24]2)=[CH:17][CH:18]=1. The catalyst class is: 175. (2) Reactant: [Br:1][C:2]1[C:3](Cl)=[N:4][C:5]([Cl:8])=[N:6][CH:7]=1.[CH3:10][CH:11]1[CH2:15][CH2:14][CH:13]([NH:16][NH:17][C:18]([O:20][C:21]([CH3:24])([CH3:23])[CH3:22])=[O:19])[CH2:12]1.CCN(C(C)C)C(C)C. Product: [Br:1][C:2]1[C:3]([N:16]([CH:13]2[CH2:14][CH2:15][CH:11]([CH3:10])[CH2:12]2)[NH:17][C:18]([O:20][C:21]([CH3:24])([CH3:23])[CH3:22])=[O:19])=[N:4][C:5]([Cl:8])=[N:6][CH:7]=1. The catalyst class is: 41. (3) Reactant: CN(C)CCO.[Li]CCCC.[N:12]1[CH:17]=[CH:16][CH:15]=[CH:14][C:13]=1[N:18]1[CH2:23][CH2:22][O:21][CH2:20][CH2:19]1.[CH2:24]([Sn:28](Cl)([CH2:33][CH2:34][CH2:35][CH3:36])[CH2:29][CH2:30][CH2:31][CH3:32])[CH2:25][CH2:26][CH3:27]. Product: [CH2:33]([Sn:28]([CH2:24][CH2:25][CH2:26][CH3:27])([CH2:29][CH2:30][CH2:31][CH3:32])[C:17]1[N:12]=[C:13]([N:18]2[CH2:19][CH2:20][O:21][CH2:22][CH2:23]2)[CH:14]=[CH:15][CH:16]=1)[CH2:34][CH2:35][CH3:36]. The catalyst class is: 805. (4) Reactant: [CH2:1]([C:7]1([C:13]([O:15][CH2:16][CH3:17])=[O:14])[CH2:11][CH2:10][CH2:9][CH:8]1[OH:12])[CH2:2][CH2:3][CH2:4][CH2:5][CH3:6].N1C=CC=CC=1.[CH3:24][C:25]1[CH:26]=[C:27]([CH:31]=[CH:32][CH:33]=1)[C:28](Cl)=[O:29]. Product: [CH2:1]([C:7]1([C:13]([O:15][CH2:16][CH3:17])=[O:14])[CH2:11][CH2:10][CH2:9][CH:8]1[O:12][C:28](=[O:29])[C:27]1[CH:31]=[CH:32][CH:33]=[C:25]([CH3:24])[CH:26]=1)[CH2:2][CH2:3][CH2:4][CH2:5][CH3:6]. The catalyst class is: 2. (5) Reactant: [Cl:1][C:2]([Cl:7])([Cl:6])[C:3](Cl)=[O:4].[CH3:8][S:9]([N:12]1[CH2:17][CH2:16][CH:15]([CH2:18][NH2:19])[CH2:14][CH2:13]1)(=[O:11])=[O:10].N1C=CC=CC=1. Product: [Cl:1][C:2]([Cl:7])([Cl:6])[C:3]([NH:19][CH2:18][CH:15]1[CH2:16][CH2:17][N:12]([S:9]([CH3:8])(=[O:11])=[O:10])[CH2:13][CH2:14]1)=[O:4]. The catalyst class is: 154. (6) Reactant: [CH2:1]([NH:8][C:9]([C:11]1[S:15][C:14]([NH2:16])=[N:13][C:12]=1[CH2:17][N:18]1[CH2:23][CH2:22][O:21][CH2:20][CH2:19]1)=[O:10])[C:2]1[CH:7]=[CH:6][CH:5]=[CH:4][CH:3]=1.[C:24](Cl)(=[O:33])[CH2:25][CH2:26][C:27]1[CH:32]=[CH:31][CH:30]=[CH:29][CH:28]=1.C(N(CC)CC)C. Product: [CH2:1]([NH:8][C:9]([C:11]1[S:15][C:14]([NH:16][C:24](=[O:33])[CH2:25][CH2:26][C:27]2[CH:32]=[CH:31][CH:30]=[CH:29][CH:28]=2)=[N:13][C:12]=1[CH2:17][N:18]1[CH2:23][CH2:22][O:21][CH2:20][CH2:19]1)=[O:10])[C:2]1[CH:7]=[CH:6][CH:5]=[CH:4][CH:3]=1. The catalyst class is: 453. (7) Reactant: [NH2:1][C:2]1[CH:6]=[C:5]([C:7]2[CH:12]=[CH:11][CH:10]=[C:9]([F:13])[CH:8]=2)[S:4][C:3]=1[C:14]([O:16][CH3:17])=[O:15].ClC(Cl)(Cl)[C:20]([N:22]=C=O)=[O:21]. Product: [NH2:22][C:20]([NH:1][C:2]1[CH:6]=[C:5]([C:7]2[CH:12]=[CH:11][CH:10]=[C:9]([F:13])[CH:8]=2)[S:4][C:3]=1[C:14]([O:16][CH3:17])=[O:15])=[O:21]. The catalyst class is: 36. (8) Reactant: Br[C:2]1[N:3]=[C:4]([S:14][CH3:15])[C:5](=[O:13])[N:6]([CH:8]([CH2:11][CH3:12])[CH2:9][CH3:10])[CH:7]=1.[CH3:16][Al](C)C. Product: [CH2:9]([CH:8]([N:6]1[CH:7]=[C:2]([CH3:16])[N:3]=[C:4]([S:14][CH3:15])[C:5]1=[O:13])[CH2:11][CH3:12])[CH3:10]. The catalyst class is: 516.